From a dataset of NCI-60 drug combinations with 297,098 pairs across 59 cell lines. Regression. Given two drug SMILES strings and cell line genomic features, predict the synergy score measuring deviation from expected non-interaction effect. Drug 1: CCC1=CC2CC(C3=C(CN(C2)C1)C4=CC=CC=C4N3)(C5=C(C=C6C(=C5)C78CCN9C7C(C=CC9)(C(C(C8N6C)(C(=O)OC)O)OC(=O)C)CC)OC)C(=O)OC.C(C(C(=O)O)O)(C(=O)O)O. Drug 2: CCCCC(=O)OCC(=O)C1(CC(C2=C(C1)C(=C3C(=C2O)C(=O)C4=C(C3=O)C=CC=C4OC)O)OC5CC(C(C(O5)C)O)NC(=O)C(F)(F)F)O. Cell line: ACHN. Synergy scores: CSS=20.0, Synergy_ZIP=-9.93, Synergy_Bliss=-4.22, Synergy_Loewe=-3.42, Synergy_HSA=-2.88.